Predict the reactants needed to synthesize the given product. From a dataset of Full USPTO retrosynthesis dataset with 1.9M reactions from patents (1976-2016). (1) Given the product [C:1]([C:4]1[C:12]2[O:11][CH2:10][CH:9]([C:13]3[CH:14]=[CH:15][C:16]([CH:19]([CH3:21])[CH3:20])=[CH:17][CH:18]=3)[C:8]=2[C:7]([CH3:22])=[C:6]([NH:23][C:24]([NH:36][CH2:35][CH2:34][OH:33])=[O:31])[C:5]=1[CH3:32])(=[O:3])[CH3:2], predict the reactants needed to synthesize it. The reactants are: [C:1]([C:4]1[C:12]2[O:11][CH2:10][CH:9]([C:13]3[CH:18]=[CH:17][C:16]([CH:19]([CH3:21])[CH3:20])=[CH:15][CH:14]=3)[C:8]=2[C:7]([CH3:22])=[C:6]([NH:23][C:24](=[O:31])OCC(Cl)(Cl)Cl)[C:5]=1[CH3:32])(=[O:3])[CH3:2].[OH:33][CH2:34][CH2:35][NH2:36]. (2) Given the product [Cl:13][C:14]1[CH:21]=[CH:20][CH:19]=[C:18]([O:22][C:23]2[CH:28]=[CH:27][CH:26]=[CH:25][CH:24]=2)[C:15]=1[CH2:16][NH:17][C:10]([CH:8]1[CH2:7][CH2:6][C:5]2[NH:1][CH:2]=[N:3][C:4]=2[CH2:9]1)=[O:12], predict the reactants needed to synthesize it. The reactants are: [NH:1]1[C:5]2[CH2:6][CH2:7][CH:8]([C:10]([OH:12])=O)[CH2:9][C:4]=2[N:3]=[CH:2]1.[Cl:13][C:14]1[CH:21]=[CH:20][CH:19]=[C:18]([O:22][C:23]2[CH:28]=[CH:27][CH:26]=[CH:25][CH:24]=2)[C:15]=1[CH2:16][NH2:17]. (3) Given the product [OH:1][C:2]1[CH:3]=[C:4]2[C:8](=[CH:9][CH:10]=1)[NH:7][CH:6]=[C:5]2[C:11]1[C:12](=[O:17])[NH:13][C:14](=[O:16])[CH:15]=1, predict the reactants needed to synthesize it. The reactants are: [OH:1][C:2]1[CH:3]=[C:4]2[C:8](=[CH:9][CH:10]=1)[NH:7][CH:6]=[C:5]2[CH:11]1[CH2:15][C:14](=[O:16])[NH:13][C:12]1=[O:17]. (4) Given the product [NH2:12][C:8]1[C:7](=[O:23])[N:6]([CH:4]([CH3:5])[C:3]([O:2][CH3:1])=[O:24])[CH:11]=[CH:10][CH:9]=1, predict the reactants needed to synthesize it. The reactants are: [CH3:1][O:2][C:3](=[O:24])[CH:4]([N:6]1[CH:11]=[CH:10][CH:9]=[C:8]([NH:12]C(OCC2C=CC=CC=2)=O)[C:7]1=[O:23])[CH3:5]. (5) Given the product [CH3:13][O:12][C:10](=[O:11])[N:5]([CH2:6][CH2:7][Cl:8])[CH2:4][CH2:3][Cl:2], predict the reactants needed to synthesize it. The reactants are: Cl.[Cl:2][CH2:3][CH2:4][NH:5][CH2:6][CH2:7][Cl:8].Cl[C:10]([O:12][CH3:13])=[O:11]. (6) The reactants are: [Br:1][C:2]1[CH:7]=[CH:6][C:5]([N:8]2[CH2:13][CH2:12][C:11](=[O:14])[CH2:10][CH2:9]2)=[CH:4][CH:3]=1.[BH4-].[Na+].C([O-])(O)=O.[Na+]. Given the product [Br:1][C:2]1[CH:7]=[CH:6][C:5]([N:8]2[CH2:9][CH2:10][CH:11]([OH:14])[CH2:12][CH2:13]2)=[CH:4][CH:3]=1, predict the reactants needed to synthesize it. (7) The reactants are: [C:1]([C:3]1[C:4]([N:17]2[CH2:20][CH:19]([C:21](O)=[O:22])[CH2:18]2)=[N:5][C:6]([O:14][CH2:15][CH3:16])=[C:7]([C:9]([O:11][CH2:12][CH3:13])=[O:10])[CH:8]=1)#[N:2].[F:24][C:25]1[CH:30]=[CH:29][C:28]([CH2:31][S:32]([NH2:35])(=[O:34])=[O:33])=[CH:27][CH:26]=1. Given the product [CH2:12]([O:11][C:9](=[O:10])[C:7]1[CH:8]=[C:3]([C:1]#[N:2])[C:4]([N:17]2[CH2:20][CH:19]([C:21](=[O:22])[NH:35][S:32]([CH2:31][C:28]3[CH:29]=[CH:30][C:25]([F:24])=[CH:26][CH:27]=3)(=[O:34])=[O:33])[CH2:18]2)=[N:5][C:6]=1[O:14][CH2:15][CH3:16])[CH3:13], predict the reactants needed to synthesize it. (8) Given the product [NH2:18][C:9]1[C:8]2[N:7]=[C:6]([CH2:19][CH2:20][O:21][CH3:22])[N:5]([CH2:4][CH2:3][CH2:2][NH:1][C:29]([N:23]3[CH2:28][CH2:27][O:26][CH2:25][CH2:24]3)=[O:30])[C:17]=2[C:16]2[CH2:15][CH2:14][CH2:13][CH2:12][C:11]=2[N:10]=1, predict the reactants needed to synthesize it. The reactants are: [NH2:1][CH2:2][CH2:3][CH2:4][N:5]1[C:17]2[C:16]3[CH2:15][CH2:14][CH2:13][CH2:12][C:11]=3[N:10]=[C:9]([NH2:18])[C:8]=2[N:7]=[C:6]1[CH2:19][CH2:20][O:21][CH3:22].[N:23]1([C:29](Cl)=[O:30])[CH2:28][CH2:27][O:26][CH2:25][CH2:24]1. (9) Given the product [Cl:25][C:23]1[C:22](=[O:26])[CH:21]2[CH2:27][C:18]3([C:24]=1[C:13]1[CH:12]=[CH:11][C:10]4[NH:9][N:8]=[CH:16][C:15]=4[C:14]=1[CH2:17]3)[CH2:19][CH2:20]2, predict the reactants needed to synthesize it. The reactants are: C([N:8]1[CH:16]=[C:15]2[C:10]([CH:11]=[CH:12][C:13]3[C:24]4[C:18]5([CH2:27][CH:21]([C:22](=[O:26])[C:23]=4[Cl:25])[CH2:20][CH2:19]5)[CH2:17][C:14]=32)=[N:9]1)C1C=CC=CC=1.Cl.N1C=CC=CC=1. (10) Given the product [N:5]1[C:6]2[CH2:7][CH2:8][CH2:9][CH2:10][C:11]=2[CH:12]=[C:3]([CH:1]=[O:14])[N:4]=1, predict the reactants needed to synthesize it. The reactants are: [CH:1]([C:3]1[N:4]=[N:5][C:6]2[CH2:7][CH2:8][CH2:9][CH2:10][C:11]=2[CH:12]=1)=C.I([O-])(=O)(=O)=[O:14].[Na+].